This data is from Reaction yield outcomes from USPTO patents with 853,638 reactions. The task is: Predict the reaction yield, written as a fraction of the theoretical maximum amount of product (1.0 means a 100% yield; for example, 0.34 means a 34% yield). (1) The reactants are [NH2:1][C:2]1([C:30]([NH2:32])=[O:31])[CH2:7][CH2:6][N:5]([S:8](/[CH:11]=[CH:12]/[C:13]2[C:18]([CH3:19])=[CH:17][C:16]([N:20]3[C:24]([CH3:26])([CH3:25])[C:23](=[O:27])[NH:22][C:21]3=[O:28])=[CH:15][C:14]=2[CH3:29])(=[O:10])=[O:9])[CH2:4][CH2:3]1. The catalyst is CO.CN(C)C=O.[OH-].[OH-].[Pd+2]. The product is [NH2:1][C:2]1([C:30]([NH2:32])=[O:31])[CH2:7][CH2:6][N:5]([S:8]([CH2:11][CH2:12][C:13]2[C:14]([CH3:29])=[CH:15][C:16]([N:20]3[C:24]([CH3:26])([CH3:25])[C:23](=[O:27])[NH:22][C:21]3=[O:28])=[CH:17][C:18]=2[CH3:19])(=[O:9])=[O:10])[CH2:4][CH2:3]1. The yield is 0.770. (2) The reactants are [NH2:1][C:2]1[CH:3]=[C:4]([NH:10][C:11]([C:13]2[CH:18]=[CH:17][C:16]([C:19]3[CH:24]=[CH:23][CH:22]=[CH:21][CH:20]=3)=[CH:15][CH:14]=2)=[O:12])[CH:5]=[CH:6][C:7]=1[O:8][CH3:9].N1C=CC=CC=1.[Cl:31][CH2:32][C:33](Cl)=[O:34]. The catalyst is C(Cl)Cl. The product is [Cl:31][CH2:32][C:33]([NH:1][C:2]1[CH:3]=[C:4]([NH:10][C:11]([C:13]2[CH:18]=[CH:17][C:16]([C:19]3[CH:24]=[CH:23][CH:22]=[CH:21][CH:20]=3)=[CH:15][CH:14]=2)=[O:12])[CH:5]=[CH:6][C:7]=1[O:8][CH3:9])=[O:34]. The yield is 0.960. (3) No catalyst specified. The reactants are [CH3:1][C:2]([CH3:7])=[CH:3][C:4](O)=[O:5].O=S(Cl)Cl.[NH2:12][C:13]1[CH:18]=[CH:17][CH:16]=[CH:15][CH:14]=1.CCN(CC)CC. The yield is 0.800. The product is [C:13]1([NH:12][C:4](=[O:5])[CH:3]=[C:2]([CH3:7])[CH3:1])[CH:18]=[CH:17][CH:16]=[CH:15][CH:14]=1. (4) The reactants are [OH:1][C:2]1[CH:3]=[C:4]([CH:10]=[CH:11][C:12]=1[OH:13])[C:5]([O:7][CH2:8][CH3:9])=[O:6].[C:14](=O)([O-])[O-].[K+].[K+].IC. The product is [OH:1][C:2]1[CH:3]=[C:4]([CH:10]=[CH:11][C:12]=1[O:13][CH3:14])[C:5]([O:7][CH2:8][CH3:9])=[O:6]. The catalyst is CN(C=O)C. The yield is 0.530. (5) The reactants are [N:1]12[CH2:8][CH2:7]N(CC1)CC2.[CH:9](=[O:13])[CH:10]([CH3:12])[CH3:11].[C:14](#N)C=C.Cl. The yield is 0.967. The catalyst is C(C1C=C(C)C=C(C(C)(C)C)C=1O)(C)(C)C.O. The product is [OH:13][CH:9]([CH:10]([CH3:12])[CH3:11])[C:7](=[CH2:14])[C:8]#[N:1]. (6) The reactants are [CH2:1]([NH:3][C:4](=[O:15])[C:5]1[CH:10]=[CH:9][C:8]([N+:11]([O-:13])=[O:12])=[C:7]([OH:14])[CH:6]=1)[CH3:2].[CH2:16](Br)[CH3:17].C(=O)([O-])[O-].[K+].[K+]. The catalyst is CC(C)=O. The product is [CH2:16]([O:14][C:7]1[CH:6]=[C:5]([CH:10]=[CH:9][C:8]=1[N+:11]([O-:13])=[O:12])[C:4]([NH:3][CH2:1][CH3:2])=[O:15])[CH3:17]. The yield is 0.300. (7) The reactants are [O:1]1[CH:5]=[CH:4][CH:3]=[C:2]1[C:6](Cl)=[O:7].[CH3:9][N:10]1[C:19]2[C:14](=[CH:15][C:16]([CH3:20])=[CH:17][CH:18]=2)[C:13]([N:21]2[CH2:26][CH2:25][NH:24][CH2:23][CH2:22]2)=[C:12]([C:27]#[N:28])[C:11]1=[O:29]. The catalyst is N1C=CC=CC=1. The product is [O:1]1[CH:5]=[CH:4][CH:3]=[C:2]1[C:6]([N:24]1[CH2:25][CH2:26][N:21]([C:13]2[C:14]3[C:19](=[CH:18][CH:17]=[C:16]([CH3:20])[CH:15]=3)[N:10]([CH3:9])[C:11](=[O:29])[C:12]=2[C:27]#[N:28])[CH2:22][CH2:23]1)=[O:7]. The yield is 0.590.